Dataset: Reaction yield outcomes from USPTO patents with 853,638 reactions. Task: Predict the reaction yield, written as a fraction of the theoretical maximum amount of product (1.0 means a 100% yield; for example, 0.34 means a 34% yield). The reactants are [N:1]1([C:7]2[N:12]=[CH:11][C:10]3[CH:13]=[CH:14][NH:15][C:9]=3[CH:8]=2)[CH2:6][CH2:5][O:4][CH2:3][CH2:2]1.[C:16]([O:20][C:21]([N:23]1[CH2:28][CH2:27][C:26](=O)[CH2:25][CH2:24]1)=[O:22])([CH3:19])([CH3:18])[CH3:17].[OH-].[K+]. The catalyst is CO. The product is [C:16]([O:20][C:21]([N:23]1[CH2:24][CH:25]=[C:26]([C:13]2[C:10]3[CH:11]=[N:12][C:7]([N:1]4[CH2:2][CH2:3][O:4][CH2:5][CH2:6]4)=[CH:8][C:9]=3[NH:15][CH:14]=2)[CH2:27][CH2:28]1)=[O:22])([CH3:19])([CH3:17])[CH3:18]. The yield is 0.910.